This data is from Full USPTO retrosynthesis dataset with 1.9M reactions from patents (1976-2016). The task is: Predict the reactants needed to synthesize the given product. (1) Given the product [C:15]1([CH:14]([C:21]2[CH:26]=[CH:25][CH:24]=[CH:23][CH:22]=2)[CH2:13][NH:12][C:10]2[C:9]3[C:4](=[CH:5][CH:6]=[CH:7][CH:8]=3)[N:3]=[C:2]([C:31]3[CH:32]=[CH:33][CH:34]=[C:35]4[C:30]=3[CH:29]=[CH:28][NH:27]4)[N:11]=2)[CH:20]=[CH:19][CH:18]=[CH:17][CH:16]=1, predict the reactants needed to synthesize it. The reactants are: Cl[C:2]1[N:11]=[C:10]([NH:12][CH2:13][CH:14]([C:21]2[CH:26]=[CH:25][CH:24]=[CH:23][CH:22]=2)[C:15]2[CH:20]=[CH:19][CH:18]=[CH:17][CH:16]=2)[C:9]2[C:4](=[CH:5][CH:6]=[CH:7][CH:8]=2)[N:3]=1.[NH:27]1[C:35]2[CH:34]=[CH:33][CH:32]=[C:31](B(O)O)[C:30]=2[CH:29]=[CH:28]1.C(NC1C2C(=CC=CC=2)N=C(C2SC3C=CC=CC=3C=2)N=1)(C1C=CC=CC=1)C1C=CC=CC=1. (2) Given the product [Br:3][C:4]1[CH:5]=[CH:6][C:7]([C:10]2[C:11]([C:19]([OH:21])=[O:20])=[CH:12][C:13]([N:16]([CH3:17])[CH3:18])=[CH:14][CH:15]=2)=[CH:8][CH:9]=1, predict the reactants needed to synthesize it. The reactants are: [OH-].[Li+].[Br:3][C:4]1[CH:9]=[CH:8][C:7]([C:10]2[C:11]([C:19]([O:21]C)=[O:20])=[CH:12][C:13]([N:16]([CH3:18])[CH3:17])=[CH:14][CH:15]=2)=[CH:6][CH:5]=1.